Task: Predict which catalyst facilitates the given reaction.. Dataset: Catalyst prediction with 721,799 reactions and 888 catalyst types from USPTO Reactant: [OH-].[K+].[C:3]1([C:9]2[C:17]([CH2:18][C:19]3[CH:20]=[C:21]([CH:26]=[CH:27][CH:28]=3)[C:22]([O:24]C)=[O:23])=[C:12]3[CH:13]=[CH:14][CH:15]=[CH:16][N:11]3[N:10]=2)[CH:8]=[CH:7][CH:6]=[CH:5][CH:4]=1.Cl. Product: [C:3]1([C:9]2[C:17]([CH2:18][C:19]3[CH:20]=[C:21]([CH:26]=[CH:27][CH:28]=3)[C:22]([OH:24])=[O:23])=[C:12]3[CH:13]=[CH:14][CH:15]=[CH:16][N:11]3[N:10]=2)[CH:4]=[CH:5][CH:6]=[CH:7][CH:8]=1. The catalyst class is: 5.